Dataset: Plasma protein binding rate (PPBR) regression data from AstraZeneca. Task: Regression/Classification. Given a drug SMILES string, predict its absorption, distribution, metabolism, or excretion properties. Task type varies by dataset: regression for continuous measurements (e.g., permeability, clearance, half-life) or binary classification for categorical outcomes (e.g., BBB penetration, CYP inhibition). For this dataset (ppbr_az), we predict Y. (1) The drug is Cc1cccc(Nc2nc(NCc3ccco3)c3ccccc3n2)c1. The Y is 99.9 %. (2) The drug is Cc1cn([C@H]2CCCN(S(=O)(=O)c3cccc(Oc4ccccc4)c3)C2)c(=O)[nH]c1=O. The Y is 97.4 %. (3) The molecule is C[C@H]1CN(Cc2cc(Cl)ccc2OCC(=O)O)CCN1C(=O)Cc1ccccc1. The Y is 97.4 %. (4) The molecule is CCOc1nc2ccc(OCCC3CCN(c4ccc(C)nn4)CC3)cc2o1. The Y is 99.7 %.